From a dataset of Full USPTO retrosynthesis dataset with 1.9M reactions from patents (1976-2016). Predict the reactants needed to synthesize the given product. (1) Given the product [C:1]([OH:8])(=[O:7])[C@@H:2]([C@H:3]([C:4]([OH:6])=[O:5])[OH:14])[OH:43].[C:9]([O:15][CH2:16][O:17][P@@:18]([CH2:27][O:28][C@H:29]([CH3:41])[CH2:30][N:31]1[CH:39]=[N:38][C:37]2[C:32]1=[N:33][CH:34]=[N:35][C:36]=2[NH2:40])([O:20][C:21]1[CH:22]=[CH:23][CH:24]=[CH:25][CH:26]=1)=[O:19])(=[O:14])[C:10]([CH3:13])([CH3:12])[CH3:11], predict the reactants needed to synthesize it. The reactants are: [C:1]([OH:8])(=[O:7])/[CH:2]=[CH:3]/[C:4]([OH:6])=[O:5].[C:9]([O:15][CH2:16][O:17][P@@:18]([CH2:27][O:28][CH:29]([CH3:41])[CH2:30][N:31]1[CH:39]=[N:38][C:37]2[C:32]1=[N:33][CH:34]=[N:35][C:36]=2[NH2:40])([O:20][C:21]1[CH:26]=[CH:25][CH:24]=[CH:23][CH:22]=1)=[O:19])(=[O:14])[C:10]([CH3:13])([CH3:12])[CH3:11].N.[OH2:43]. (2) Given the product [NH2:6][C:5]1[N:32]([C:24]2[CH:25]=[C:26]([N+:29]([O-:31])=[O:30])[CH:27]=[CH:28][C:23]=2[Br:22])[N:33]=[C:3]([C:9]2[CH:14]=[CH:13][C:12]([O:15][C:16]3[CH:21]=[CH:20][CH:19]=[CH:18][CH:17]=3)=[CH:11][CH:10]=2)[C:4]=1[C:7]#[N:8], predict the reactants needed to synthesize it. The reactants are: CO[C:3]([C:9]1[CH:14]=[CH:13][C:12]([O:15][C:16]2[CH:21]=[CH:20][CH:19]=[CH:18][CH:17]=2)=[CH:11][CH:10]=1)=[C:4]([C:7]#[N:8])[C:5]#[N:6].[Br:22][C:23]1[CH:28]=[CH:27][C:26]([N+:29]([O-:31])=[O:30])=[CH:25][C:24]=1[NH:32][NH2:33].